From a dataset of Full USPTO retrosynthesis dataset with 1.9M reactions from patents (1976-2016). Predict the reactants needed to synthesize the given product. (1) Given the product [F:11][CH2:15][C:16]1([C:22]([O:24][CH2:25][CH3:26])=[O:23])[CH2:21][CH2:20][CH2:19][CH2:18][O:17]1, predict the reactants needed to synthesize it. The reactants are: COCCN(S(F)(F)[F:11])CCOC.O[CH2:15][C:16]1([C:22]([O:24][CH2:25][CH3:26])=[O:23])[CH2:21][CH2:20][CH2:19][CH2:18][O:17]1. (2) Given the product [C:1]([O:4][CH2:5][C:6]1[N:8]([C:9]2[CH:14]=[CH:13][C:12]([C:15]#[N:16])=[C:11]([C:17]([F:20])([F:19])[F:18])[CH:10]=2)[N:60]=[N:59][N:58]=1)(=[O:3])[CH3:2], predict the reactants needed to synthesize it. The reactants are: [C:1]([O:4][CH2:5][C:6]([NH:8][C:9]1[CH:14]=[CH:13][C:12]([C:15]#[N:16])=[C:11]([C:17]([F:20])([F:19])[F:18])[CH:10]=1)=O)(=[O:3])[CH3:2].C1(P(C2C=CC=CC=2)C2C=CC=CC=2)C=CC=CC=1.CC(OC(/N=N/C(OC(C)C)=O)=O)C.C[Si]([N:58]=[N+:59]=[N-:60])(C)C.